This data is from Reaction yield outcomes from USPTO patents with 853,638 reactions. The task is: Predict the reaction yield, written as a fraction of the theoretical maximum amount of product (1.0 means a 100% yield; for example, 0.34 means a 34% yield). (1) The reactants are COC1C=C(OC)C=CC=1C[N:6]([C:30]1[CH:35]=[CH:34][N:33]=[CH:32][N:31]=1)[S:7]([C:10]1[CH:15]=[CH:14][C:13]([O:16][C@H:17]2[CH2:22][CH2:21][CH2:20][CH2:19][C@@H:18]2[C:23]2[N:27]([CH3:28])[N:26]=[CH:25][CH:24]=2)=[C:12]([CH3:29])[CH:11]=1)(=[O:9])=[O:8].C([SiH](CC)CC)C.FC(F)(F)C(O)=O. The catalyst is ClCCl. The product is [CH3:29][C:12]1[CH:11]=[C:10]([S:7]([NH:6][C:30]2[CH:35]=[CH:34][N:33]=[CH:32][N:31]=2)(=[O:8])=[O:9])[CH:15]=[CH:14][C:13]=1[O:16][C@H:17]1[CH2:22][CH2:21][CH2:20][CH2:19][C@@H:18]1[C:23]1[N:27]([CH3:28])[N:26]=[CH:25][CH:24]=1. The yield is 0.840. (2) The reactants are [Cl:1][C:2]1[CH:9]=[C:8]([O:10][CH2:11][CH2:12][CH2:13][N:14]2[CH2:19][CH2:18][N:17]([CH3:20])[CH2:16][CH2:15]2)[CH:7]=[CH:6][C:3]=1[CH:4]=O.[F:21][C:22]([F:33])([F:32])[O:23][C:24]1[CH:25]=[C:26]([NH2:31])[C:27]([NH2:30])=[CH:28][CH:29]=1. No catalyst specified. The product is [Cl:1][C:2]1[CH:9]=[C:8]([O:10][CH2:11][CH2:12][CH2:13][N:14]2[CH2:19][CH2:18][N:17]([CH3:20])[CH2:16][CH2:15]2)[CH:7]=[CH:6][C:3]=1[C:4]1[NH:30][C:27]2[CH:28]=[CH:29][C:24]([O:23][C:22]([F:21])([F:32])[F:33])=[CH:25][C:26]=2[N:31]=1. The yield is 0.230. (3) The reactants are [F:1][C:2]1[CH:7]=[CH:6][CH:5]=[C:4]([F:8])[C:3]=1[C:9]1[O:10][C:11]([NH:16][C:17]2[CH:22]=[CH:21][C:20]([N+:23]([O-])=O)=[CH:19][CH:18]=2)=[C:12]([C:14]#[N:15])[N:13]=1.CO. The catalyst is [Pd].CCOC(C)=O. The product is [NH2:23][C:20]1[CH:19]=[CH:18][C:17]([NH:16][C:11]2[O:10][C:9]([C:3]3[C:4]([F:8])=[CH:5][CH:6]=[CH:7][C:2]=3[F:1])=[N:13][C:12]=2[C:14]#[N:15])=[CH:22][CH:21]=1. The yield is 0.900. (4) The reactants are [C:1]1(=[O:8])[NH:7][CH2:6][CH2:5][CH2:4][CH2:3][CH2:2]1.[F:9][C:10]1[CH:15]=[CH:14][C:13](I)=[CH:12][CH:11]=1.N1CCC[C@H]1C(O)=O.C([O-])([O-])=O.[K+].[K+]. The catalyst is CS(C)=O.O. The product is [F:9][C:10]1[CH:15]=[CH:14][C:13]([N:7]2[CH2:6][CH2:5][CH2:4][CH2:3][CH2:2][C:1]2=[O:8])=[CH:12][CH:11]=1. The yield is 0.0640. (5) The reactants are [F:1][C:2]1[CH:7]=[CH:6][C:5]([OH:8])=[CH:4][CH:3]=1.[H-].[Na+].[N:11]1[C:18]([Cl:19])=[N:17][C:15](Cl)=[N:14][C:12]=1[Cl:13].[NH4+].[Cl-]. The catalyst is O1CCCC1. The product is [Cl:13][C:12]1[N:11]=[C:18]([Cl:19])[N:17]=[C:15]([O:8][C:5]2[CH:6]=[CH:7][C:2]([F:1])=[CH:3][CH:4]=2)[N:14]=1. The yield is 0.580. (6) The reactants are [CH:1]1([N:8]2[C:12]3[N:13]=[C:14]([NH:17][C:18]4[CH:23]=[CH:22][C:21]([N:24]5[C:29](=[O:30])[CH2:28][C@H:27]6[CH2:31][NH:32][CH2:33][C@H:26]6[CH2:25]5)=[CH:20][N:19]=4)[N:15]=[CH:16][C:11]=3[CH:10]=[C:9]2[C:34]([N:36]([CH3:38])[CH3:37])=[O:35])[CH2:7][CH2:6][CH2:5][CH2:4][CH2:3][CH2:2]1.[CH2:39]=O.[Na]. The catalyst is C1COCC1. The product is [CH:1]1([N:8]2[C:12]3[N:13]=[C:14]([NH:17][C:18]4[CH:23]=[CH:22][C:21]([N:24]5[C:29](=[O:30])[CH2:28][C@H:27]6[CH2:31][N:32]([CH3:39])[CH2:33][C@H:26]6[CH2:25]5)=[CH:20][N:19]=4)[N:15]=[CH:16][C:11]=3[CH:10]=[C:9]2[C:34]([N:36]([CH3:38])[CH3:37])=[O:35])[CH2:7][CH2:6][CH2:5][CH2:4][CH2:3][CH2:2]1. The yield is 1.00. (7) The reactants are [F:1][C:2]([F:25])([F:24])[C:3]1[N:7]2[CH2:8][CH2:9][NH:10][C:11]3([CH2:16][CH2:15][N:14]([C:17]([O:19][C:20]([CH3:23])([CH3:22])[CH3:21])=[O:18])[CH2:13][CH2:12]3)[C:6]2=[CH:5][CH:4]=1.CCN(CC)CC.[CH3:33][N:34]=[C:35]=[O:36]. The catalyst is C1COCC1. The product is [CH3:33][NH:34][C:35]([N:10]1[C:11]2([CH2:16][CH2:15][N:14]([C:17]([O:19][C:20]([CH3:22])([CH3:21])[CH3:23])=[O:18])[CH2:13][CH2:12]2)[C:6]2=[CH:5][CH:4]=[C:3]([C:2]([F:1])([F:24])[F:25])[N:7]2[CH2:8][CH2:9]1)=[O:36]. The yield is 0.970.